The task is: Predict the reactants needed to synthesize the given product.. This data is from Full USPTO retrosynthesis dataset with 1.9M reactions from patents (1976-2016). (1) Given the product [O:59]=[S:9]1(=[O:8])[CH2:14][CH2:13][N:12]([CH2:15][CH2:16][NH:17][C@:18]23[CH2:53][CH2:52][C@@H:51]([NH:54][C:55]([NH:57][CH3:58])=[O:56])[C@@H:19]2[C@@H:20]2[C@@:33]([CH3:36])([CH2:34][CH2:35]3)[C@@:32]3([CH3:37])[C@@H:23]([C@:24]4([CH3:50])[C@@H:29]([CH2:30][CH2:31]3)[C:28]([CH3:39])([CH3:38])[C:27]([C:40]3[CH:41]=[CH:42][C:43]([C:44]([OH:46])=[O:45])=[CH:48][CH:49]=3)=[CH:26][CH2:25]4)[CH2:22][CH2:21]2)[CH2:11][CH2:10]1.[C:2]([OH:3])([C:4]([F:7])([F:6])[F:5])=[O:1], predict the reactants needed to synthesize it. The reactants are: [OH:1][C:2]([C:4]([F:7])([F:6])[F:5])=[O:3].[O:8]=[S:9]1(=[O:59])[CH2:14][CH2:13][N:12]([CH2:15][CH2:16][NH:17][C@:18]23[CH2:53][CH2:52][C@@H:51]([NH:54][C:55]([NH:57][CH3:58])=[O:56])[C@@H:19]2[C@@H:20]2[C@@:33]([CH3:36])([CH2:34][CH2:35]3)[C@@:32]3([CH3:37])[C@@H:23]([C@:24]4([CH3:50])[C@@H:29]([CH2:30][CH2:31]3)[C:28]([CH3:39])([CH3:38])[C:27]([C:40]3[CH:49]=[CH:48][C:43]([C:44]([O:46]C)=[O:45])=[CH:42][CH:41]=3)=[CH:26][CH2:25]4)[CH2:22][CH2:21]2)[CH2:11][CH2:10]1.O.[OH-].[Li+].O1CCCC1. (2) Given the product [CH3:29][N:28]([CH3:30])[C:26]([C:25]1[CH:31]=[CH:32][C:22]([CH:20]2[C:34](=[O:33])[C:35]3[C:13]([C:12]([O:11][CH2:10][CH3:9])=[O:17])=[CH:14][CH:15]=[CH:16][C:8]=3[NH:7][CH:6]2[C:5]2[CH:18]=[CH:19][C:2]([F:1])=[CH:3][CH:4]=2)=[CH:23][CH:24]=1)=[O:27], predict the reactants needed to synthesize it. The reactants are: [F:1][C:2]1[CH:19]=[CH:18][C:5](/[CH:6]=[N:7]/[C:8]2[CH:16]=[CH:15][CH:14]=[C:13]3[C:9]=2[CH2:10][O:11][C:12]3=[O:17])=[CH:4][CH:3]=1.[CH:20]([C:22]1[CH:32]=[CH:31][C:25]([C:26]([N:28]([CH3:30])[CH3:29])=[O:27])=[CH:24][CH:23]=1)=O.[O-:33][CH2:34][CH3:35].[Na+].O. (3) Given the product [C:13]([O:12][C:10]([N:7]1[CH2:8][CH2:9][CH:4]([CH2:3][CH2:2][OH:1])[CH2:5][CH2:6]1)=[O:11])([CH3:16])([CH3:15])[CH3:14], predict the reactants needed to synthesize it. The reactants are: [OH:1][CH2:2][CH2:3][CH:4]1[CH2:9][CH2:8][NH:7][CH2:6][CH2:5]1.[C:10](O[C:10]([O:12][C:13]([CH3:16])([CH3:15])[CH3:14])=[O:11])([O:12][C:13]([CH3:16])([CH3:15])[CH3:14])=[O:11].C(N(CC)CC)C. (4) Given the product [CH:1]1([N:6]2[CH2:12][C:11]([F:13])([F:14])[C:10](=[O:15])[N:9]([CH3:16])[C:8]3[CH:17]=[N:18][C:19]([NH:21][C:22]4[CH:30]=[CH:29][C:25]([C:26]([NH:33][CH2:34][CH2:35][C:36]5[C:44]6[C:39](=[CH:40][CH:41]=[CH:42][CH:43]=6)[NH:38][CH:37]=5)=[O:28])=[CH:24][C:23]=4[O:31][CH3:32])=[N:20][C:7]2=3)[CH2:5][CH2:4][CH2:3][CH2:2]1, predict the reactants needed to synthesize it. The reactants are: [CH:1]1([N:6]2[CH2:12][C:11]([F:14])([F:13])[C:10](=[O:15])[N:9]([CH3:16])[C:8]3[CH:17]=[N:18][C:19]([NH:21][C:22]4[CH:30]=[CH:29][C:25]([C:26]([OH:28])=O)=[CH:24][C:23]=4[O:31][CH3:32])=[N:20][C:7]2=3)[CH2:5][CH2:4][CH2:3][CH2:2]1.[NH2:33][CH2:34][CH2:35][C:36]1[C:44]2[C:39](=[CH:40][CH:41]=[CH:42][CH:43]=2)[NH:38][CH:37]=1.F[P-](F)(F)(F)(F)F.CN(C(N(C)C)=[N+]1C2C(=NC=CC=2)[N+]([O-])=N1)C.C(N(C(C)C)CC)(C)C. (5) Given the product [I:1][C:2]1[CH:6]=[CH:5][N:4]([C:8]2[CH:13]=[CH:12][C:11]([C:14]([F:17])([F:16])[F:15])=[CH:10][CH:9]=2)[N:3]=1, predict the reactants needed to synthesize it. The reactants are: [I:1][C:2]1[CH:6]=[CH:5][NH:4][N:3]=1.F[C:8]1[CH:13]=[CH:12][C:11]([C:14]([F:17])([F:16])[F:15])=[CH:10][CH:9]=1.C(=O)([O-])[O-].[K+].[K+]. (6) Given the product [CH:20]1([CH2:26][N:27]2[C:4]([OH:6])=[CH:3][C:2]([C:1]([O:10][CH2:11][CH3:12])=[O:9])=[N:28]2)[CH2:25][CH2:24][CH2:23][CH2:22][CH2:21]1, predict the reactants needed to synthesize it. The reactants are: [C:1]([O:10][CH2:11][CH3:12])(=[O:9])[C:2]#[C:3][C:4]([O:6]CC)=O.C([O-])([O-])=O.[K+].[K+].Cl.[CH:20]1([CH2:26][NH:27][NH2:28])[CH2:25][CH2:24][CH2:23][CH2:22][CH2:21]1.Cl.